Dataset: Full USPTO retrosynthesis dataset with 1.9M reactions from patents (1976-2016). Task: Predict the reactants needed to synthesize the given product. (1) Given the product [Cl:1][C:2]1[N:3]=[C:4]([C:14]2[CH:19]=[CH:18][CH:17]=[CH:16][CH:15]=2)[C:5]2[N:11]=[CH:10][C:9]([Cl:12])=[CH:8][C:6]=2[N:7]=1, predict the reactants needed to synthesize it. The reactants are: [Cl:1][C:2]1[N:3]=[C:4](Cl)[C:5]2[N:11]=[CH:10][C:9]([Cl:12])=[CH:8][C:6]=2[N:7]=1.[C:14]1(B(O)O)[CH:19]=[CH:18][CH:17]=[CH:16][CH:15]=1.C(=O)([O-])[O-].[K+].[K+]. (2) Given the product [Cl:11][C:12]1[CH:18]=[CH:17][C:15]([NH:16][C:2]2[N:7]=[N:6][C:5]([C:8]([OH:10])=[O:9])=[CH:4][CH:3]=2)=[CH:14][CH:13]=1, predict the reactants needed to synthesize it. The reactants are: Cl[C:2]1[N:7]=[N:6][C:5]([C:8]([OH:10])=[O:9])=[CH:4][CH:3]=1.[Cl:11][C:12]1[CH:18]=[CH:17][C:15]([NH2:16])=[CH:14][CH:13]=1. (3) Given the product [CH2:7]([O:9][C:10]([CH:11]1[C:15](=[O:16])[CH2:14][N:13]([C:20]([O:22][CH2:23][C:24]2[CH:29]=[CH:28][CH:27]=[CH:26][CH:25]=2)=[O:21])[CH2:12]1)=[O:30])[CH3:8], predict the reactants needed to synthesize it. The reactants are: CC([O-])(C)C.[K+].[CH2:7]([O:9][C:10](=[O:30])[CH2:11][CH2:12][N:13]([C:20]([O:22][CH2:23][C:24]1[CH:29]=[CH:28][CH:27]=[CH:26][CH:25]=1)=[O:21])[CH2:14][C:15](OCC)=[O:16])[CH3:8].[NH4+].[Cl-]. (4) Given the product [F:36][C:31]1[CH:32]=[CH:33][CH:34]=[CH:35][C:30]=1[C:27]1[N:26]=[CH:25][C:24]([C:20]2[S:21][C:22]([CH3:23])=[C:18]([CH2:17][CH2:16][O:15][C:12]3[CH:13]=[CH:14][C:9]([CH2:8][CH2:7][C:6]([OH:38])=[O:5])=[C:10]([CH3:37])[CH:11]=3)[N:19]=2)=[CH:29][CH:28]=1, predict the reactants needed to synthesize it. The reactants are: C([O:5][C:6](=[O:38])[CH2:7][CH2:8][C:9]1[CH:14]=[CH:13][C:12]([O:15][CH2:16][CH2:17][C:18]2[N:19]=[C:20]([C:24]3[CH:25]=[N:26][C:27]([C:30]4[CH:35]=[CH:34][CH:33]=[CH:32][C:31]=4[F:36])=[CH:28][CH:29]=3)[S:21][C:22]=2[CH3:23])=[CH:11][C:10]=1[CH3:37])(C)(C)C.C(O)(C(F)(F)F)=O. (5) The reactants are: [C:1]([OH:4])(=[S:3])[CH3:2].[CH:5](=[O:9])/[CH:6]=[CH:7]/[CH3:8]. Given the product [C:1]([S:3][CH:7]([CH3:8])[CH2:6][CH:5]=[O:9])(=[O:4])[CH3:2], predict the reactants needed to synthesize it. (6) The reactants are: [NH2:1][C:2]1[CH:3]=[C:4]([NH:8][C:9]([C:11]2[C:12]([C:17]3[CH:22]=[CH:21][C:20]([C:23]([F:26])([F:25])[F:24])=[CH:19][CH:18]=3)=[CH:13][CH:14]=[CH:15][CH:16]=2)=[O:10])[CH:5]=[CH:6][CH:7]=1. Given the product [CH:9]([C:11]1[CH:16]=[N:1][C:2]2[C:7]([CH:12]=1)=[CH:6][CH:5]=[C:4]([NH:8][C:9]([C:11]1[C:12]([C:17]3[CH:22]=[CH:21][C:20]([C:23]([F:24])([F:25])[F:26])=[CH:19][CH:18]=3)=[CH:13][CH:14]=[CH:15][CH:16]=1)=[O:10])[CH:3]=2)=[O:10], predict the reactants needed to synthesize it. (7) Given the product [C:1]([O:5][C:6](=[O:24])[N:7]([C@H:9]([C:14]([N:16]1[CH2:21][CH2:20][C:19](=[N:26][OH:27])[CH2:18][CH2:17]1)=[O:15])[CH2:10][CH:11]([CH3:13])[CH3:12])[CH3:8])([CH3:4])([CH3:3])[CH3:2], predict the reactants needed to synthesize it. The reactants are: [C:1]([O:5][C:6](=[O:24])[N:7]([C@H:9]([C:14]([N:16]1[CH2:21][CH2:20][C:19](O)(O)[CH2:18][CH2:17]1)=[O:15])[CH2:10][CH:11]([CH3:13])[CH3:12])[CH3:8])([CH3:4])([CH3:3])[CH3:2].Cl.[NH2:26][OH:27].C([O-])(=O)C.[Na+].